Dataset: Full USPTO retrosynthesis dataset with 1.9M reactions from patents (1976-2016). Task: Predict the reactants needed to synthesize the given product. (1) Given the product [CH2:15]1[C:14]2([CH2:17][O:18][CH:11]([CH2:10][OH:9])[O:12][CH2:13]2)[CH2:16]1, predict the reactants needed to synthesize it. The reactants are: C([O:9][CH2:10][CH:11]1[O:18][CH2:17][C:14]2([CH2:16][CH2:15]2)[CH2:13][O:12]1)(=O)C1C=CC=CC=1.[OH-].[Na+].[Cl-].[NH4+]. (2) Given the product [NH2:24][C:4]1[CH:3]=[C:2]([Cl:1])[C:7]([CH3:8])=[CH:6][C:5]=1[NH:9][CH:10]1[CH2:11][CH2:12][N:13]([C@H:16]2[CH2:21][CH2:20][C@@H:19]([O:22][CH3:23])[CH2:18][CH2:17]2)[CH2:14][CH2:15]1, predict the reactants needed to synthesize it. The reactants are: [Cl:1][C:2]1[C:7]([CH3:8])=[CH:6][C:5]([NH:9][CH:10]2[CH2:15][CH2:14][N:13]([C@H:16]3[CH2:21][CH2:20][C@@H:19]([O:22][CH3:23])[CH2:18][CH2:17]3)[CH2:12][CH2:11]2)=[C:4]([N+:24]([O-])=O)[CH:3]=1.O.NN. (3) Given the product [O:6]=[C:5]([CH2:7][CH2:17][C:18]1[CH:48]=[CH:47][CH:46]=[CH:45][C:19]=1[CH2:20][O:21][CH2:22][CH2:23][CH2:24][NH:25][C:26]([C:27]1[CH:28]=[CH:29][CH:30]=[CH:31][CH:32]=1)([C:33]1[CH:34]=[CH:35][CH:36]=[CH:37][CH:38]=1)[C:39]1[CH:40]=[CH:41][CH:42]=[CH:43][CH:44]=1)[CH2:4][C:3]([O:9][CH3:10])=[O:8], predict the reactants needed to synthesize it. The reactants are: [H-].[Na+].[C:3]([O:9][CH3:10])(=[O:8])[CH2:4][C:5]([CH3:7])=[O:6].C([Li])CCC.Br[CH2:17][C:18]1[CH:48]=[CH:47][CH:46]=[CH:45][C:19]=1[CH2:20][O:21][CH2:22][CH2:23][CH2:24][NH:25][C:26]([C:39]1[CH:44]=[CH:43][CH:42]=[CH:41][CH:40]=1)([C:33]1[CH:38]=[CH:37][CH:36]=[CH:35][CH:34]=1)[C:27]1[CH:32]=[CH:31][CH:30]=[CH:29][CH:28]=1.